Dataset: Catalyst prediction with 721,799 reactions and 888 catalyst types from USPTO. Task: Predict which catalyst facilitates the given reaction. (1) Reactant: [F:1][C:2]([F:14])([F:13])[C:3]1[CH:4]=[C:5]([NH:9][C:10]([NH2:12])=[S:11])[CH:6]=[CH:7][CH:8]=1.[C:15]([C:17]1[CH:24]=[CH:23][C:20]([CH:21]=O)=[CH:19][CH:18]=1)#[N:16].[C:25]([O:31][CH2:32][CH3:33])(=[O:30])[CH2:26][C:27]([CH3:29])=O. Product: [C:15]([C:17]1[CH:24]=[CH:23][C:20]([CH:21]2[C:26]([C:25]([O:31][CH2:32][CH3:33])=[O:30])=[C:27]([CH3:29])[N:9]([C:5]3[CH:6]=[CH:7][CH:8]=[C:3]([C:2]([F:1])([F:13])[F:14])[CH:4]=3)[C:10](=[S:11])[NH:12]2)=[CH:19][CH:18]=1)#[N:16]. The catalyst class is: 1. (2) Reactant: [CH:1]1[CH:6]=[C:5]([NH:7][C:8]2[N:13]=[CH:12][CH:11]=[CH:10][CH:9]=2)[N:4]=[CH:3][CH:2]=1.[H-].[Na+].Cl[CH2:17][C:18]1[N:22]([CH3:23])[C:21]2[CH:24]=[CH:25][CH:26]=[CH:27][C:20]=2[N:19]=1. Product: [CH3:23][N:22]1[C:21]2[CH:24]=[CH:25][CH:26]=[CH:27][C:20]=2[N:19]=[C:18]1[CH2:17][N:7]([C:5]1[CH:6]=[CH:1][CH:2]=[CH:3][N:4]=1)[C:8]1[CH:9]=[CH:10][CH:11]=[CH:12][N:13]=1. The catalyst class is: 9. (3) Reactant: Cl[C:2]1[N:11]=[C:10]([C:12]2[CH:13]=[C:14]([NH:18][C:19](=[O:21])[CH3:20])[CH:15]=[CH:16][CH:17]=2)[C:9]2[C:4](=[CH:5][C:6]([O:24][CH3:25])=[C:7]([O:22][CH3:23])[CH:8]=2)[N:3]=1.O1CCCC1.[CH3:31][NH2:32].[Cl-].[Na+]. Product: [CH3:23][O:22][C:7]1[CH:8]=[C:9]2[C:4](=[CH:5][C:6]=1[O:24][CH3:25])[N:3]=[C:2]([NH:32][CH3:31])[N:11]=[C:10]2[C:12]1[CH:13]=[C:14]([NH:18][C:19](=[O:21])[CH3:20])[CH:15]=[CH:16][CH:17]=1. The catalyst class is: 370. (4) Reactant: [F:1][C:2]1[CH:7]=[CH:6][C:5]([I:8])=[CH:4][C:3]=1[N+:9]([O-])=O. Product: [F:1][C:2]1[CH:7]=[CH:6][C:5]([I:8])=[CH:4][C:3]=1[NH2:9]. The catalyst class is: 770. (5) Reactant: [CH2:1]([N:8]1[CH2:13][CH2:12][P:11](=[O:18])(CC2CC2)[CH2:10][CH2:9]1)[C:2]1[CH:7]=[CH:6]C=CC=1.[ClH:19]. Product: [ClH:19].[CH:2]1([CH2:1][N:8]2[CH2:9][CH2:10][PH:11](=[O:18])[CH2:12][CH2:13]2)[CH2:7][CH2:6]1. The catalyst class is: 8. (6) Product: [Br:1][C:2]1[CH:7]=[CH:6][C:5]([C:8]2[N:9]([Cl:25])[CH:10]([C:14]3[C:19]([F:20])=[CH:18][CH:17]=[CH:16][C:15]=3[F:21])[N:11]=[CH:12][CH:13]=2)=[CH:4][CH:3]=1. The catalyst class is: 6. Reactant: [Br:1][C:2]1[CH:7]=[CH:6][C:5]([C:8]2[N:9](O)[CH:10]([C:14]3[C:19]([F:20])=[CH:18][CH:17]=[CH:16][C:15]=3[F:21])[N:11]=[CH:12][CH:13]=2)=[CH:4][CH:3]=1.O=P(Cl)(Cl)[Cl:25].[OH-].[Na+]. (7) Reactant: [N:1]1[CH:6]=[CH:5][C:4]([CH2:7][NH:8][C:9]2[CH:18]=[CH:17][CH:16]=[CH:15][C:10]=2[C:11]([NH:13][NH2:14])=O)=[CH:3][CH:2]=1.CSC(=N)N.[O:24]1[C:29]2[CH:30]=[CH:31][C:32]([NH:34][C:35](=[NH:38])SC)=[CH:33][C:28]=2[O:27][CH2:26]C1.C(N(CC)CC)C. Product: [O:24]1[C:29]2[CH:30]=[CH:31][C:32]([NH:34][C:35]3[NH:38][C:11]([C:10]4[CH:15]=[CH:16][CH:17]=[CH:18][C:9]=4[NH:8][CH2:7][C:4]4[CH:5]=[CH:6][N:1]=[CH:2][CH:3]=4)=[N:13][N:14]=3)=[CH:33][C:28]=2[O:27][CH2:26]1. The catalyst class is: 228. (8) Reactant: [Cl:1][C:2]1[CH:18]=[CH:17][C:5]2[CH2:6][CH2:7][N:8](C(=O)C(F)(F)F)[CH2:9][CH2:10][C:4]=2[C:3]=1[NH:19][CH2:20][C:21]1[CH:26]=[CH:25][C:24]([C:27]([O:29]C)=[O:28])=[CH:23][CH:22]=1.C(=O)([O-])[O-].[K+].[K+].CO. Product: [C:27]([C:24]1[CH:23]=[CH:22][C:21]([CH2:20][NH:19][C:3]2[C:4]3[CH2:10][CH2:9][NH:8][CH2:7][CH2:6][C:5]=3[CH:17]=[CH:18][C:2]=2[Cl:1])=[CH:26][CH:25]=1)([OH:29])=[O:28]. The catalyst class is: 6.